From a dataset of Forward reaction prediction with 1.9M reactions from USPTO patents (1976-2016). Predict the product of the given reaction. (1) Given the reactants [CH2:1]=O.[CH3:3][PH:4](=[O:6])[CH3:5].[N:7]1([C:13]([O:15][C:16]([CH3:19])([CH3:18])[CH3:17])=[O:14])[CH2:12][CH2:11][NH:10][CH2:9][CH2:8]1.N#N, predict the reaction product. The product is: [CH3:3][P:4]([CH2:1][N:10]1[CH2:11][CH2:12][N:7]([C:13]([O:15][C:16]([CH3:19])([CH3:18])[CH3:17])=[O:14])[CH2:8][CH2:9]1)([CH3:5])=[O:6]. (2) Given the reactants [NH2:1][C:2]1[N:6]([CH:7]2[CH2:12][CH2:11][CH2:10][NH:9][CH2:8]2)[N:5]=[C:4]([C:13]2[CH:18]=[CH:17][C:16]([O:19][C:20]3[CH:25]=[CH:24][CH:23]=[CH:22][CH:21]=3)=[CH:15][CH:14]=2)[C:3]=1[C:26]([NH2:28])=[O:27].C(=O)([O-])[O-].[K+].[K+].Br[CH2:36][C:37]#[N:38], predict the reaction product. The product is: [NH2:1][C:2]1[N:6]([CH:7]2[CH2:12][CH2:11][CH2:10][N:9]([CH2:36][C:37]#[N:38])[CH2:8]2)[N:5]=[C:4]([C:13]2[CH:14]=[CH:15][C:16]([O:19][C:20]3[CH:25]=[CH:24][CH:23]=[CH:22][CH:21]=3)=[CH:17][CH:18]=2)[C:3]=1[C:26]([NH2:28])=[O:27]. (3) Given the reactants [C:1]([OH:4])(=[O:3])[CH3:2].[C:5]([C:7]1[CH:8]=[C:9]([C:17]([N:19]([CH2:21][C@H:22]([C:35]2[CH:40]=[CH:39][C:38]([Cl:41])=[C:37]([Cl:42])[CH:36]=2)[CH2:23][CH2:24][N:25]2[CH2:28][CH:27]([N:29]3[CH2:34][CH2:33][S:32][CH2:31][CH2:30]3)[CH2:26]2)[CH3:20])=[O:18])[C:10]2[C:15]([CH:16]=1)=[CH:14][CH:13]=[CH:12][CH:11]=2)#[N:6].OO, predict the reaction product. The product is: [C:1]([O-:4])(=[O:3])[CH3:2].[NH4+:6].[C:1]([OH:4])(=[O:3])[CH3:2].[C:1]([OH:4])(=[O:3])[CH3:2].[C:5]([C:7]1[CH:8]=[C:9]([C:17]([N:19]([CH2:21][C@H:22]([C:35]2[CH:40]=[CH:39][C:38]([Cl:41])=[C:37]([Cl:42])[CH:36]=2)[CH2:23][CH2:24][N:25]2[CH2:28][CH:27]([N:29]3[CH2:34][CH2:33][S:32](=[O:3])[CH2:31][CH2:30]3)[CH2:26]2)[CH3:20])=[O:18])[C:10]2[C:15]([CH:16]=1)=[CH:14][CH:13]=[CH:12][CH:11]=2)#[N:6]. (4) Given the reactants [C:1]([NH:4][C:5]1[CH:6]=[CH:7][CH:8]=[C:9]2[C:13]=1[N:12]([C:14](=[O:34])[CH2:15][NH:16][C:17](=[O:33])[C@@H:18]([NH:23][C:24](=[O:32])[CH2:25][C:26]1[CH:31]=[CH:30][CH:29]=[CH:28][CH:27]=1)[C@@H:19]([CH3:22])[CH2:20][CH3:21])[C@H:11]([C:35]([O:37]CC)=[O:36])[CH2:10]2)(=[O:3])[CH3:2].O[Li].O, predict the reaction product. The product is: [C:1]([NH:4][C:5]1[CH:6]=[CH:7][CH:8]=[C:9]2[C:13]=1[N:12]([C:14](=[O:34])[CH2:15][NH:16][C:17](=[O:33])[C@@H:18]([NH:23][C:24](=[O:32])[CH2:25][C:26]1[CH:27]=[CH:28][CH:29]=[CH:30][CH:31]=1)[C@@H:19]([CH3:22])[CH2:20][CH3:21])[C@H:11]([C:35]([OH:37])=[O:36])[CH2:10]2)(=[O:3])[CH3:2]. (5) Given the reactants [Br:1][C:2]1[CH:10]=[CH:9][C:8]([Br:11])=[CH:7][C:3]=1[C:4]([OH:6])=O.C(Cl)(=O)C(Cl)=O.CN(C=O)C.[CH3:23][N:24]([CH3:32])[CH:25]=[CH:26][C:27]([O:29][CH2:30][CH3:31])=[O:28], predict the reaction product. The product is: [Br:1][C:2]1[CH:10]=[CH:9][C:8]([Br:11])=[CH:7][C:3]=1[C:4](/[C:26](=[CH:25]/[N:24]([CH3:32])[CH3:23])/[C:27]([O:29][CH2:30][CH3:31])=[O:28])=[O:6]. (6) The product is: [CH3:29][O:28][CH2:27][O:26][C:15]1[CH:14]=[C:13]([CH:12]=[C:11]([O:10][CH2:9][O:8][CH3:7])[C:16]=1[CH2:17]/[CH:18]=[CH:19]/[C:20]1[CH:21]=[CH:22][CH:23]=[CH:24][CH:25]=1)[CH:30]=[O:31]. Given the reactants N1C=CC=CC=1.[CH3:7][O:8][CH2:9][O:10][C:11]1[CH:12]=[C:13]([CH2:30][OH:31])[CH:14]=[C:15]([O:26][CH2:27][O:28][CH3:29])[C:16]=1[CH2:17]/[CH:18]=[CH:19]/[C:20]1[CH:25]=[CH:24][CH:23]=[CH:22][CH:21]=1, predict the reaction product.